From a dataset of Forward reaction prediction with 1.9M reactions from USPTO patents (1976-2016). Predict the product of the given reaction. The product is: [NH2:8][CH2:9][CH2:10][NH:11][C:12]([C:14]1[CH:52]=[CH:51][CH:50]=[CH:49][C:15]=1[C:16]([NH:18][C@H:19]1[CH2:20][C:21]2[CH:33]=[CH:32][CH:31]=[C:23]([C:24]([OH:26])=[O:25])[C:22]=2[O:44][B:36]1[OH:37])=[O:17])=[O:13]. Given the reactants C(OC([NH:8][CH2:9][CH2:10][NH:11][C:12]([C:14]1[CH:52]=[CH:51][CH:50]=[CH:49][C:15]=1[C:16]([NH:18][C@H:19]([B:36]1[O:44]C2C(C)(C3CC(C2)C3(C)C)[O:37]1)[CH2:20][C:21]1[C:22](OC)=[C:23]([CH:31]=[CH:32][CH:33]=1)[C:24]([O:26]C(C)(C)C)=[O:25])=[O:17])=[O:13])=O)(C)(C)C.B(Cl)(Cl)Cl, predict the reaction product.